Binary Classification. Given a drug SMILES string, predict its activity (active/inactive) in a high-throughput screening assay against a specified biological target. From a dataset of Orexin1 receptor HTS with 218,158 compounds and 233 confirmed actives. (1) The molecule is O(c1nc(nc2c1cccc2)c1ccncc1)C. The result is 0 (inactive). (2) The molecule is S(=O)(=O)(N(CC(=O)N1CCCC1)c1ccccc1)c1c([N+]([O-])=O)cccc1. The result is 0 (inactive). (3) The molecule is S(=O)(=O)(Nc1c2c(c3oc(c(c3c1)C(OC(C)C)=O)C)cccc2)c1c2c3c([nH]c(=O)c3ccc2)cc1. The result is 0 (inactive).